From a dataset of Forward reaction prediction with 1.9M reactions from USPTO patents (1976-2016). Predict the product of the given reaction. (1) Given the reactants [CH3:1][C:2]1[CH:3]=[C:4]([CH2:7][CH2:8][NH2:9])[S:5][CH:6]=1.[C:10](OC(=O)C)(=[O:12])[CH3:11], predict the reaction product. The product is: [CH3:1][C:2]1[CH:3]=[C:4]([CH2:7][CH2:8][NH:9][C:10](=[O:12])[CH3:11])[S:5][CH:6]=1. (2) Given the reactants [NH2:1][C:2]1[C:7]2=[C:8]([C:25]3[CH:26]=[CH:27][C:28]4[C:32]([CH:33]=3)=[N:31][N:30]([CH2:34][C:35]3[CH:40]=[CH:39][CH:38]=[CH:37][CH:36]=3)[CH:29]=4)[CH:9]=[C:10]([C:11]3([OH:24])[CH2:16][CH2:15][CH2:14][N:13](C(OC(C)(C)C)=O)[CH2:12]3)[N:6]2[N:5]=[CH:4][N:3]=1.Cl, predict the reaction product. The product is: [NH2:1][C:2]1[C:7]2=[C:8]([C:25]3[CH:26]=[CH:27][C:28]4[C:32]([CH:33]=3)=[N:31][N:30]([CH2:34][C:35]3[CH:36]=[CH:37][CH:38]=[CH:39][CH:40]=3)[CH:29]=4)[CH:9]=[C:10]([C:11]3([OH:24])[CH2:16][CH2:15][CH2:14][NH:13][CH2:12]3)[N:6]2[N:5]=[CH:4][N:3]=1. (3) Given the reactants [F:1][C:2]1[CH:7]=[C:6]([F:8])[CH:5]=[CH:4][C:3]=1[C@@:9]([OH:38])([CH2:32][N:33]1[CH:37]=[N:36][CH:35]=[N:34]1)[C@H:10]([S:12][C@@H:13]1[CH2:18][O:17][C@@H:16](/[CH:19]=[CH:20]/[CH:21]=[CH:22]/[C:23]2[CH:30]=[CH:29][C:26]([C:27]#[N:28])=[CH:25][C:24]=2[F:31])[O:15][CH2:14]1)[CH3:11].[H-].[Na+].[C:41]([O:44][CH2:45][CH2:46][CH2:47][C:48](=[O:50])Cl)(=[O:43])[CH3:42].[Cl-].[NH4+], predict the reaction product. The product is: [C:41]([O:44][CH2:45][CH2:46][CH2:47][C:48]([O:38][C@:9]([C:3]1[CH:4]=[CH:5][C:6]([F:8])=[CH:7][C:2]=1[F:1])([CH2:32][N:33]1[CH:37]=[N:36][CH:35]=[N:34]1)[C@H:10]([S:12][C@@H:13]1[CH2:18][O:17][C@@H:16](/[CH:19]=[CH:20]/[CH:21]=[CH:22]/[C:23]2[CH:30]=[CH:29][C:26]([C:27]#[N:28])=[CH:25][C:24]=2[F:31])[O:15][CH2:14]1)[CH3:11])=[O:50])(=[O:43])[CH3:42].